From a dataset of Reaction yield outcomes from USPTO patents with 853,638 reactions. Predict the reaction yield, written as a fraction of the theoretical maximum amount of product (1.0 means a 100% yield; for example, 0.34 means a 34% yield). (1) The yield is 0.950. The product is [CH3:15][Si:16]([CH3:18])([CH3:17])[O:1][C:2]1[CH2:3][CH2:4][N:5]([C:8]([O:10][C:11]([CH3:14])([CH3:13])[CH3:12])=[O:9])[CH2:6][CH:7]=1. The catalyst is CN(C=O)C. The reactants are [O:1]=[C:2]1[CH2:7][CH2:6][N:5]([C:8]([O:10][C:11]([CH3:14])([CH3:13])[CH3:12])=[O:9])[CH2:4][CH2:3]1.[CH3:15][Si:16](Cl)([CH3:18])[CH3:17].C(N(CC)CC)C. (2) The yield is 0.880. The product is [CH2:1]([O:8][C:9]1[CH:18]=[C:17]2[C:12]([C:13]([O:22][C:23]3[CH:24]=[C:25]4[C:29](=[CH:30][CH:31]=3)[NH:28][CH:27]=[CH:26]4)=[N:14][CH:15]=[N:16]2)=[CH:11][C:10]=1[O:20][CH3:21])[C:2]1[CH:7]=[CH:6][CH:5]=[CH:4][CH:3]=1. The reactants are [CH2:1]([O:8][C:9]1[CH:18]=[C:17]2[C:12]([C:13](Cl)=[N:14][CH:15]=[N:16]2)=[CH:11][C:10]=1[O:20][CH3:21])[C:2]1[CH:7]=[CH:6][CH:5]=[CH:4][CH:3]=1.[OH:22][C:23]1[CH:24]=[C:25]2[C:29](=[CH:30][CH:31]=1)[NH:28][CH:27]=[CH:26]2.C(=O)([O-])[O-].[K+].[K+]. The catalyst is CN(C=O)C.